From a dataset of Forward reaction prediction with 1.9M reactions from USPTO patents (1976-2016). Predict the product of the given reaction. Given the reactants [CH3:1][C:2]1[S:3][C:4]2[CH:10]=[C:9]([N+:11]([O-])=O)[C:8]([CH3:14])=[CH:7][C:5]=2[N:6]=1, predict the reaction product. The product is: [CH3:1][C:2]1[S:3][C:4]2[CH:10]=[C:9]([NH2:11])[C:8]([CH3:14])=[CH:7][C:5]=2[N:6]=1.